This data is from Forward reaction prediction with 1.9M reactions from USPTO patents (1976-2016). The task is: Predict the product of the given reaction. Given the reactants [H-].[Na+].CN(C=O)C.[C:8]1(=[O:16])[CH2:15][CH2:14][CH2:13][CH2:12][CH2:11][CH2:10][CH2:9]1.Cl[CH2:18][C:19]([O:21]COC)=[CH2:20], predict the reaction product. The product is: [O:21]=[C:19]([CH3:20])[CH2:18][CH:9]1[CH2:10][CH2:11][CH2:12][CH2:13][CH2:14][CH2:15][C:8]1=[O:16].